This data is from NCI-60 drug combinations with 297,098 pairs across 59 cell lines. The task is: Regression. Given two drug SMILES strings and cell line genomic features, predict the synergy score measuring deviation from expected non-interaction effect. Drug 1: C1CN(CCN1C(=O)CCBr)C(=O)CCBr. Drug 2: C1CCC(C(C1)N)N.C(=O)(C(=O)[O-])[O-].[Pt+4]. Cell line: HL-60(TB). Synergy scores: CSS=83.3, Synergy_ZIP=1.26, Synergy_Bliss=1.63, Synergy_Loewe=0.101, Synergy_HSA=3.30.